Predict the reaction yield, written as a fraction of the theoretical maximum amount of product (1.0 means a 100% yield; for example, 0.34 means a 34% yield). From a dataset of Reaction yield outcomes from USPTO patents with 853,638 reactions. (1) The reactants are [C:1]([O:5][C:6]([N:8]1[CH2:13][CH2:12][C:11](=[O:14])[CH2:10][C@@H:9]1[C:15]([OH:17])=[O:16])=[O:7])([CH3:4])([CH3:3])[CH3:2].[CH:18]1(O)[CH2:22][CH2:21][CH2:20][CH2:19]1.C(Cl)CCl.C([O-])([O-])=O.[Na+].[Na+]. The catalyst is C(Cl)Cl.CN(C1C=CN=CC=1)C. The product is [O:14]=[C:11]1[CH2:12][CH2:13][N:8]([C:6]([O:5][C:1]([CH3:4])([CH3:2])[CH3:3])=[O:7])[C@@H:9]([C:15]([O:17][CH:18]2[CH2:22][CH2:21][CH2:20][CH2:19]2)=[O:16])[CH2:10]1. The yield is 0.970. (2) The reactants are Cl[C:2]1[CH:3]=[CH:4][C:5]2[O:14][CH2:13][CH2:12][C:11]3[CH:10]=[C:9]([C:15]4[N:16]([C:20]5[CH:25]=[CH:24][C:23]([F:26])=[CH:22][C:21]=5[F:27])[N:17]=[CH:18][N:19]=4)[S:8][C:7]=3[C:6]=2[N:28]=1. The catalyst is CC#N.O. The product is [F:27][C:21]1[CH:22]=[C:23]([F:26])[CH:24]=[CH:25][C:20]=1[N:16]1[C:15]([C:9]2[S:8][C:7]3[C:6]4[N:28]=[C:2]([C:3]5[CH:2]=[N:28][C:6]([CH3:7])=[CH:5][CH:4]=5)[CH:3]=[CH:4][C:5]=4[O:14][CH2:13][CH2:12][C:11]=3[CH:10]=2)=[N:19][CH:18]=[N:17]1. The yield is 0.360. (3) The reactants are O[CH2:2][C:3]1[CH:12]=[CH:11][CH:10]=[C:9]2[C:4]=1[CH2:5][CH2:6][N:7]([C:13]1[NH:22][C:21](=[O:23])[C:20]3[C:15](=[CH:16][C:17]([O:26][CH3:27])=[C:18]([O:24][CH3:25])[CH:19]=3)[N:14]=1)[CH2:8]2.[BrH:28]. No catalyst specified. The product is [Br:28][CH2:2][C:3]1[CH:12]=[CH:11][CH:10]=[C:9]2[C:4]=1[CH2:5][CH2:6][N:7]([C:13]1[NH:22][C:21](=[O:23])[C:20]3[C:15](=[CH:16][C:17]([O:26][CH3:27])=[C:18]([O:24][CH3:25])[CH:19]=3)[N:14]=1)[CH2:8]2. The yield is 0.910. (4) The reactants are [C:1](N1C=CN=C1)(N1C=CN=C1)=[O:2].[NH2:13][CH2:14][CH2:15][C:16]1[CH:56]=[CH:55][C:19]([CH2:20][C:21]2[C:22]([CH3:54])=[CH:23][C:24]([O:50][C:51](=[O:53])[CH3:52])=[C:25]([C@@H:27]3[O:44][C@H:43]([CH2:45][O:46][C:47](=[O:49])[CH3:48])[C@@H:38]([O:39][C:40](=[O:42])[CH3:41])[C@H:33]([O:34][C:35](=[O:37])[CH3:36])[C@H:28]3[O:29][C:30](=[O:32])[CH3:31])[CH:26]=2)=[CH:18][CH:17]=1.CN1CCOCC1.[CH2:64]([OH:71])[C:65]([NH2:70])([CH2:68][OH:69])[CH2:66][OH:67]. The catalyst is C(OCC)(=O)C.CN(C)C=O.C(Cl)(Cl)Cl. The product is [C:30]([O:29][C@@H:28]1[C@@H:33]([O:34][C:35](=[O:37])[CH3:36])[C@H:38]([O:39][C:40](=[O:42])[CH3:41])[C@@H:43]([CH2:45][O:46][C:47](=[O:49])[CH3:48])[O:44][C@H:27]1[C:25]1[CH:26]=[C:21]([CH2:20][C:19]2[CH:18]=[CH:17][C:16]([CH2:15][CH2:14][NH:13][C:1]([NH:70][C:65]([CH2:68][OH:69])([CH2:66][OH:67])[CH2:64][OH:71])=[O:2])=[CH:56][CH:55]=2)[C:22]([CH3:54])=[CH:23][C:24]=1[O:50][C:51](=[O:53])[CH3:52])(=[O:32])[CH3:31]. The yield is 0.350. (5) The catalyst is CO. The reactants are [F:1][C:2]([F:34])([F:33])[CH2:3][CH2:4][CH:5]([NH:22][C:23]1[CH:32]=[CH:31][C:26]([C:27](OC)=[O:28])=[CH:25][N:24]=1)[C:6]1[CH:11]=[CH:10][C:9]([C:12]2[CH:17]=[CH:16][C:15]([C:18]([F:21])([F:20])[F:19])=[CH:14][CH:13]=2)=[CH:8][CH:7]=1.[OH-].[Na+].C(N(CC)CC)C.C1C=NC2N(O)N=NC=2C=1.Cl.[NH2:55][CH2:56][CH2:57][C:58]([O:60][CH3:61])=[O:59].CCN=C=NCCCN(C)C. The yield is 0.630. The product is [F:33][C:2]([F:1])([F:34])[CH2:3][CH2:4][CH:5]([NH:22][C:23]1[CH:32]=[CH:31][C:26]([C:27]([NH:55][CH2:56][CH2:57][C:58]([O:60][CH3:61])=[O:59])=[O:28])=[CH:25][N:24]=1)[C:6]1[CH:7]=[CH:8][C:9]([C:12]2[CH:17]=[CH:16][C:15]([C:18]([F:19])([F:20])[F:21])=[CH:14][CH:13]=2)=[CH:10][CH:11]=1.